Dataset: Reaction yield outcomes from USPTO patents with 853,638 reactions. Task: Predict the reaction yield, written as a fraction of the theoretical maximum amount of product (1.0 means a 100% yield; for example, 0.34 means a 34% yield). (1) The catalyst is O1CCOCC1.Cl[Pd](Cl)([P](C1C=CC=CC=1)(C1C=CC=CC=1)C1C=CC=CC=1)[P](C1C=CC=CC=1)(C1C=CC=CC=1)C1C=CC=CC=1. The product is [Cl:28][C:29]1[CH:34]=[CH:33][C:32]([C:8]2[C:9]([CH:14]3[CH2:17][N:16]([C:18]4[N:27]=[CH:26][C:25]5[C:20](=[CH:21][CH:22]=[CH:23][CH:24]=5)[N:19]=4)[CH2:15]3)=[N:10][CH:11]=[CH:12][N:13]=2)=[CH:31][CH:30]=1. The reactants are C(=O)([O-])[O-].[Na+].[Na+].Cl[C:8]1[C:9]([CH:14]2[CH2:17][N:16]([C:18]3[N:27]=[CH:26][C:25]4[C:20](=[CH:21][CH:22]=[CH:23][CH:24]=4)[N:19]=3)[CH2:15]2)=[N:10][CH:11]=[CH:12][N:13]=1.[Cl:28][C:29]1[CH:34]=[CH:33][C:32](B(O)O)=[CH:31][CH:30]=1. The yield is 0.640. (2) The reactants are C([O:8][CH2:9][CH2:10][CH2:11][CH2:12][C:13]1[O:14][C:15]2[C:24]3[CH:23]([CH2:25][CH2:26][NH:27][C:28](=[O:30])[CH3:29])[CH2:22][CH2:21][C:20]=3[CH:19]=[CH:18][C:16]=2[N:17]=1)C1C=CC=CC=1. The catalyst is CO.[C].[Pd]. The product is [OH:8][CH2:9][CH2:10][CH2:11][CH2:12][C:13]1[O:14][C:15]2[C:24]3[CH:23]([CH2:25][CH2:26][NH:27][C:28](=[O:30])[CH3:29])[CH2:22][CH2:21][C:20]=3[CH:19]=[CH:18][C:16]=2[N:17]=1. The yield is 0.810. (3) The reactants are [C:1]1([C:8]([OH:10])=O)([C:5]([OH:7])=[O:6])[CH2:4][CH2:3][CH2:2]1.C(N(CC)CC)C.S(Cl)(Cl)=O.[F:22][C:23]1[CH:29]=[CH:28][C:26]([NH2:27])=[CH:25][CH:24]=1. The catalyst is C1COCC1.C(OCC)(=O)C. The product is [F:22][C:23]1[CH:29]=[CH:28][C:26]([NH:27][C:8]([C:1]2([C:5]([OH:7])=[O:6])[CH2:2][CH2:3][CH2:4]2)=[O:10])=[CH:25][CH:24]=1. The yield is 0.349. (4) The reactants are [CH3:1][O:2][C:3]1[CH:8]=[CH:7][C:6]([C:9]2[CH:10]=[N:11][CH:12]=[C:13]3[C:18]=2[N:17]=[C:16]([C:19]([OH:21])=O)[CH:15]=[CH:14]3)=[CH:5][CH:4]=1.C(N(CC)C(C)C)(C)C.F[P-](F)(F)(F)(F)F.N1(OC(N(C)C)=[N+](C)C)C2N=CC=CC=2N=N1.[C:55]1([CH2:61][CH2:62][CH2:63][NH2:64])[CH:60]=[CH:59][CH:58]=[CH:57][CH:56]=1. The catalyst is CN(C)C=O. The product is [CH3:1][O:2][C:3]1[CH:8]=[CH:7][C:6]([C:9]2[CH:10]=[N:11][CH:12]=[C:13]3[C:18]=2[N:17]=[C:16]([C:19]([NH:64][CH2:63][CH2:62][CH2:61][C:55]2[CH:60]=[CH:59][CH:58]=[CH:57][CH:56]=2)=[O:21])[CH:15]=[CH:14]3)=[CH:5][CH:4]=1. The yield is 0.780. (5) The reactants are Br[C:2]1[N:7]=[N:6][C:5]([NH2:8])=[N:4][C:3]=1[C:9]1[CH:14]=[CH:13][CH:12]=[CH:11][CH:10]=1.Cl.[C:16]([CH:18]1[CH2:23][CH2:22][CH2:21][NH:20][CH2:19]1)#[CH:17]. No catalyst specified. The product is [C:16]([CH:18]1[CH2:23][CH2:22][CH2:21][N:20]([C:2]2[N:7]=[N:6][C:5]([NH2:8])=[N:4][C:3]=2[C:9]2[CH:14]=[CH:13][CH:12]=[CH:11][CH:10]=2)[CH2:19]1)#[CH:17]. The yield is 0.0200. (6) The reactants are [CH2:1]([O:8][C:9]([N:11]1[CH2:15][CH:14]([O:16]C(=O)C2C=CC([N+]([O-])=O)=CC=2)[CH2:13][CH:12]1[CH2:28][C:29]1[C:37]2[C:32](=[N:33][CH:34]=[CH:35][CH:36]=2)[NH:31][CH:30]=1)=[O:10])[C:2]1[CH:7]=[CH:6][CH:5]=[CH:4][CH:3]=1.[OH-].[Na+]. The catalyst is CO.C(Cl)Cl. The product is [CH2:1]([O:8][C:9]([N:11]1[CH2:15][CH:14]([OH:16])[CH2:13][CH:12]1[CH2:28][C:29]1[C:37]2[C:32](=[N:33][CH:34]=[CH:35][CH:36]=2)[NH:31][CH:30]=1)=[O:10])[C:2]1[CH:3]=[CH:4][CH:5]=[CH:6][CH:7]=1. The yield is 0.940. (7) The reactants are [CH3:1][C:2]([C:6]1[S:10][C:9]([C:11]2[CH:16]=[CH:15][CH:14]=[CH:13][CH:12]=2)=[N:8][CH:7]=1)([CH3:5])[CH2:3][NH2:4].[F:17][C:18]([F:34])([F:33])[C:19]1[O:23][N:22]=[C:21]([C:24]2[CH:25]=[C:26]([CH:30]=[CH:31][CH:32]=2)[C:27](O)=[O:28])[N:20]=1. No catalyst specified. The product is [CH3:5][C:2]([C:6]1[S:10][C:9]([C:11]2[CH:16]=[CH:15][CH:14]=[CH:13][CH:12]=2)=[N:8][CH:7]=1)([CH3:1])[CH2:3][NH:4][C:27](=[O:28])[C:26]1[CH:30]=[CH:31][CH:32]=[C:24]([C:21]2[N:20]=[C:19]([C:18]([F:34])([F:33])[F:17])[O:23][N:22]=2)[CH:25]=1. The yield is 0.510.